Dataset: NCI-60 drug combinations with 297,098 pairs across 59 cell lines. Task: Regression. Given two drug SMILES strings and cell line genomic features, predict the synergy score measuring deviation from expected non-interaction effect. (1) Drug 1: C1=NC2=C(N1)C(=S)N=CN2. Drug 2: CC1CCCC2(C(O2)CC(NC(=O)CC(C(C(=O)C(C1O)C)(C)C)O)C(=CC3=CSC(=N3)C)C)C. Cell line: LOX IMVI. Synergy scores: CSS=55.7, Synergy_ZIP=-1.16, Synergy_Bliss=-4.96, Synergy_Loewe=-9.24, Synergy_HSA=-4.31. (2) Drug 1: CC1=CC=C(C=C1)C2=CC(=NN2C3=CC=C(C=C3)S(=O)(=O)N)C(F)(F)F. Drug 2: CC12CCC3C(C1CCC2O)C(CC4=C3C=CC(=C4)O)CCCCCCCCCS(=O)CCCC(C(F)(F)F)(F)F. Cell line: HOP-92. Synergy scores: CSS=0.163, Synergy_ZIP=-0.977, Synergy_Bliss=-2.67, Synergy_Loewe=-2.10, Synergy_HSA=-3.24.